From a dataset of Forward reaction prediction with 1.9M reactions from USPTO patents (1976-2016). Predict the product of the given reaction. (1) The product is: [S:23]1[C:27]([C:2]2[C:3]([NH2:22])=[N:4][CH:5]=[C:6]([C:8]3[CH:13]=[CH:12][C:11]([O:14][Si:15]([C:18]([CH3:21])([CH3:20])[CH3:19])([CH3:17])[CH3:16])=[CH:10][CH:9]=3)[N:7]=2)=[CH:26][C:25]2[CH:31]=[CH:32][CH:33]=[CH:34][C:24]1=2. Given the reactants Br[C:2]1[C:3]([NH2:22])=[N:4][CH:5]=[C:6]([C:8]2[CH:13]=[CH:12][C:11]([O:14][Si:15]([C:18]([CH3:21])([CH3:20])[CH3:19])([CH3:17])[CH3:16])=[CH:10][CH:9]=2)[N:7]=1.[S:23]1[C:27](B(O)O)=[CH:26][C:25]2[CH:31]=[CH:32][CH:33]=[CH:34][C:24]1=2.C([O-])([O-])=O.[Na+].[Na+].O, predict the reaction product. (2) Given the reactants [CH3:1][O:2][C:3]1[CH:4]=[CH:5][C:6](B2OC(C)(C)C(C)(C)O2)=[C:7]2[C:11]=1[NH:10][CH:9]=[CH:8]2.[CH3:21][C:22]1[C:27](C2C=CC(OC3C4C=COC=4C=CN=3)=CC=2C)=[C:26]([CH3:45])[N:25]=[CH:24][N:23]=1, predict the reaction product. The product is: [CH3:21][C:22]1[C:27]([C:6]2[CH:5]=[CH:4][C:3]([O:2][CH3:1])=[C:11]3[C:7]=2[CH:8]=[CH:9][NH:10]3)=[C:26]([CH3:45])[N:25]=[CH:24][N:23]=1.